This data is from Forward reaction prediction with 1.9M reactions from USPTO patents (1976-2016). The task is: Predict the product of the given reaction. (1) Given the reactants C(N(C(C)C)CC)(C)C.FC(F)(F)C(O)=O.[Cl:17][CH2:18][CH2:19][CH2:20]/[C:21](=[CH:25]\[C:26]1[CH:31]=[CH:30][C:29]([N:32]2[CH:36]=[C:35]([CH3:37])[N:34]=[CH:33]2)=[C:28]([O:38][CH3:39])[CH:27]=1)/[C:22]([OH:24])=[O:23].Cl[CH:41]([C:46]([C:48]1[CH:53]=[CH:52][C:51]([F:54])=[CH:50][CH:49]=1)=[O:47])[C:42]([O:44][CH3:45])=[O:43].O.C(=O)(O)[O-].[Na+], predict the reaction product. The product is: [Cl:17][CH2:18][CH2:19][CH2:20]/[C:21](=[CH:25]\[C:26]1[CH:31]=[CH:30][C:29]([N:32]2[CH:36]=[C:35]([CH3:37])[N:34]=[CH:33]2)=[C:28]([O:38][CH3:39])[CH:27]=1)/[C:22]([O:24][CH:41]([C:42]([O:44][CH3:45])=[O:43])[C:46]([C:48]1[CH:49]=[CH:50][C:51]([F:54])=[CH:52][CH:53]=1)=[O:47])=[O:23]. (2) The product is: [Cl:37][C:38]1[CH:43]=[CH:42][CH:41]=[C:40]([Cl:44])[C:39]=1[CH2:29][C:20]1[N:21]=[C:16]([NH:15][C:4]2[CH:5]=[CH:6][C:7]([N:9]3[CH2:14][CH2:13][NH:12][CH2:11][CH2:10]3)=[CH:8][C:3]=2[O:2][CH3:1])[C:17]2[C:27](=[O:28])[NH:26][CH:25]=[CH:24][C:18]=2[N:19]=1. Given the reactants [CH3:1][O:2][C:3]1[CH:8]=[C:7]([N:9]2[CH2:14][CH2:13][NH:12][CH2:11][CH2:10]2)[CH:6]=[CH:5][C:4]=1[NH:15][C:16]1[C:17]2[C:27](=[O:28])[NH:26][CH:25]=[CH:24][C:18]=2[N:19]=[C:20](SC)[N:21]=1.[CH3:29]N1CCCC1=O.[Br-].[Cl:37][C:38]1[CH:43]=[CH:42][CH:41]=[C:40]([Cl:44])[C:39]=1[Zn+], predict the reaction product. (3) Given the reactants [Cl:1][C:2]1[C:3]([O:9][C:10]2[CH:15]=[C:14]([O:16][CH2:17][CH2:18][O:19][CH3:20])[CH:13]=[CH:12][C:11]=2/[CH:21]=[CH:22]/[C:23]([OH:25])=O)=[N:4][CH:5]=[C:6]([Cl:8])[CH:7]=1.Cl.C(N=C=NCCCN(C)C)C.[CH2:38]([S:43]([NH2:46])(=[O:45])=[O:44])[CH2:39][CH2:40][CH2:41][CH3:42].O, predict the reaction product. The product is: [Cl:1][C:2]1[C:3]([O:9][C:10]2[CH:15]=[C:14]([O:16][CH2:17][CH2:18][O:19][CH3:20])[CH:13]=[CH:12][C:11]=2/[CH:21]=[CH:22]/[C:23]([NH:46][S:43]([CH2:38][CH2:39][CH2:40][CH2:41][CH3:42])(=[O:45])=[O:44])=[O:25])=[N:4][CH:5]=[C:6]([Cl:8])[CH:7]=1.